Regression. Given a peptide amino acid sequence and an MHC pseudo amino acid sequence, predict their binding affinity value. This is MHC class II binding data. From a dataset of Peptide-MHC class II binding affinity with 134,281 pairs from IEDB. The peptide sequence is EKKYFAATQCEPLAA. The MHC is HLA-DQA10501-DQB10301 with pseudo-sequence HLA-DQA10501-DQB10301. The binding affinity (normalized) is 0.246.